Task: Regression. Given a peptide amino acid sequence and an MHC pseudo amino acid sequence, predict their binding affinity value. This is MHC class I binding data.. Dataset: Peptide-MHC class I binding affinity with 185,985 pairs from IEDB/IMGT The peptide sequence is RKRLMSMVK. The MHC is HLA-A02:01 with pseudo-sequence HLA-A02:01. The binding affinity (normalized) is 0.0847.